Dataset: Reaction yield outcomes from USPTO patents with 853,638 reactions. Task: Predict the reaction yield, written as a fraction of the theoretical maximum amount of product (1.0 means a 100% yield; for example, 0.34 means a 34% yield). (1) The reactants are [F:1][C:2]1[CH:7]=[C:6]([I:8])[CH:5]=[CH:4][C:3]=1[CH3:9].[Br:10]N1C(=O)CCC1=O.N(C(C)(C)C#N)=NC(C)(C)C#N. The catalyst is CC(C)=O. The product is [Br:10][CH2:9][C:3]1[CH:4]=[CH:5][C:6]([I:8])=[CH:7][C:2]=1[F:1].[F:1][C:2]1[CH:7]=[C:6]([I:8])[CH:5]=[CH:4][C:3]=1[CH3:9]. The yield is 0.730. (2) The reactants are [Br:1][C:2]1[C:3]([F:12])=[C:4]2[C:10]([NH2:11])=[CH:9][NH:8][C:5]2=[N:6][CH:7]=1.[C:18]([O:16][CH2:17][C:18]([OH:16])=[O:19])(=[O:19])[CH3:17].C1N(P(Cl)(N2C(=O)OCC2)=O)C(=O)OC1.C(N(CC)CC)C.[Li+].[OH-]. The catalyst is C(Cl)Cl.CC#N.O.O. The product is [Br:1][C:2]1[C:3]([F:12])=[C:4]2[C:10]([NH:11][C:17](=[O:16])[CH2:18][OH:19])=[CH:9][NH:8][C:5]2=[N:6][CH:7]=1. The yield is 0.530. (3) The reactants are [NH2:1][C:2]1[C:11]2[C:6](=[C:7](I)[C:8]([F:12])=[CH:9][CH:10]=2)[N:5]=[N:4][C:3]=1[C:14]([NH:16][CH:17]1[CH2:19][CH2:18]1)=[O:15].[CH3:20][O:21][C:22]1[C:27](B(O)O)=[CH:26][CH:25]=[CH:24][N:23]=1. No catalyst specified. The product is [NH2:1][C:2]1[C:11]2[C:6](=[C:7]([C:27]3[C:22]([O:21][CH3:20])=[N:23][CH:24]=[CH:25][CH:26]=3)[C:8]([F:12])=[CH:9][CH:10]=2)[N:5]=[N:4][C:3]=1[C:14]([NH:16][CH:17]1[CH2:19][CH2:18]1)=[O:15]. The yield is 0.620.